Dataset: Catalyst prediction with 721,799 reactions and 888 catalyst types from USPTO. Task: Predict which catalyst facilitates the given reaction. (1) Reactant: [NH2:1][C:2]1[CH:24]=[CH:23][C:5]([CH2:6][C:7]2[N:17]([CH2:18][C:19]([CH3:22])([CH3:21])[CH3:20])[C:10]3[N:11]=[C:12]([C:15]#[N:16])[N:13]=[CH:14][C:9]=3[CH:8]=2)=[CH:4][CH:3]=1.CO[CH:27]1[CH2:31][CH2:30][CH:29](OC)O1. Product: [CH3:22][C:19]([CH3:21])([CH3:20])[CH2:18][N:17]1[C:10]2[N:11]=[C:12]([C:15]#[N:16])[N:13]=[CH:14][C:9]=2[CH:8]=[C:7]1[CH2:6][C:5]1[CH:4]=[CH:3][C:2]([N:1]2[CH:27]=[CH:31][CH:30]=[CH:29]2)=[CH:24][CH:23]=1. The catalyst class is: 15. (2) Reactant: [NH:1]1[C:5](=[O:6])[CH2:4][CH2:3][C:2]1=[O:7].C[Si](C)(C)[N-][Si](C)(C)C.[Na+].[O:18]1[C:22]2([CH2:27][CH2:26][C:25](C3C(O)=CC=CN=3)=[CH:24][CH2:23]2)[O:21][CH2:20][CH2:19]1. Product: [O:18]1[C:22]2([CH2:27][CH2:26][CH:25]([N:1]3[C:5](=[O:6])[CH2:4][CH2:3][C:2]3=[O:7])[CH2:24][CH2:23]2)[O:21][CH2:20][CH2:19]1. The catalyst class is: 3. (3) Reactant: [F:1][C:2]([F:46])([F:45])[C:3]1[CH:4]=[C:5]([CH:38]=[C:39]([C:41]([F:44])([F:43])[F:42])[CH:40]=1)[CH2:6][N:7]([CH2:14][C:15]1[CH:20]=[C:19]([C:21]([F:24])([F:23])[F:22])[CH:18]=[CH:17][C:16]=1[C:25]1[C:30]([O:31][CH3:32])=[CH:29][CH:28]=[C:27]([CH2:33][CH2:34][C:35](O)=[O:36])[CH:26]=1)[C:8]1[N:9]=[N:10][N:11]([CH3:13])[N:12]=1. Product: [F:44][C:41]([F:42])([F:43])[C:39]1[CH:38]=[C:5]([CH:4]=[C:3]([C:2]([F:1])([F:45])[F:46])[CH:40]=1)[CH2:6][N:7]([CH2:14][C:15]1[CH:20]=[C:19]([C:21]([F:22])([F:23])[F:24])[CH:18]=[CH:17][C:16]=1[C:25]1[C:30]([O:31][CH3:32])=[CH:29][CH:28]=[C:27]([CH2:33][CH2:34][CH2:35][OH:36])[CH:26]=1)[C:8]1[N:9]=[N:10][N:11]([CH3:13])[N:12]=1. The catalyst class is: 7. (4) Reactant: [C:1]([O:5][CH:6]1[CH:13]2[CH:9]3[CH:10]([CH2:15][CH:7]1[CH2:8]3)[C:11](=[O:14])[O:12]2)(=[O:4])[CH:2]=[CH2:3].[F:16][C:17]([F:34])([F:33])[C:18](=[CH2:32])[C:19]([O:21][C:22]12[CH2:31][CH:26]3[CH2:27][CH:28]([CH2:30][CH:24]([CH2:25]3)[CH2:23]1)[CH2:29]2)=[O:20]. Product: [F:16][C:17]([F:33])([F:34])[C:18](=[CH2:32])[C:19]([O:21][C:22]12[CH2:31][CH:26]3[CH2:25][CH:24]([CH2:30][CH:28]([CH2:27]3)[CH2:29]1)[CH2:23]2)=[O:20].[C:1]([O:5][CH:6]1[CH:13]2[CH:9]3[CH:10]([CH2:15][CH:7]1[CH2:8]3)[C:11](=[O:14])[O:12]2)(=[O:4])[CH:2]=[CH2:3]. The catalyst class is: 11. (5) Reactant: O.[Na+].[CH3:3][N:4]1[C:12]2[C:7](=[CH:8][C:9]([NH:13][C:14]([C:16]3[C:17]([C:22]4[CH:27]=[CH:26][C:25]([C:28]([F:31])([F:30])[F:29])=[CH:24][CH:23]=4)=[CH:18][CH:19]=[CH:20][CH:21]=3)=[O:15])=[CH:10][CH:11]=2)[CH:6]=[C:5]1[C:32]([O-:34])=[O:33].Cl.C([OH:38])C. Product: [OH2:15].[CH3:3][N:4]1[C:12]2[C:7](=[CH:8][C:9]([NH:13][C:14]([C:16]3[C:17]([C:22]4[CH:27]=[CH:26][C:25]([C:28]([F:30])([F:31])[F:29])=[CH:24][CH:23]=4)=[CH:18][CH:19]=[CH:20][CH:21]=3)=[O:15])=[CH:10][CH:11]=2)[CH:6]=[C:5]1[C:32]([OH:34])=[O:33].[CH3:3][N:4]1[C:12]2[C:7](=[CH:8][C:9]([NH:13][C:14]([C:16]3[C:17]([C:22]4[CH:27]=[CH:26][C:25]([C:28]([F:30])([F:31])[F:29])=[CH:24][CH:23]=4)=[CH:18][CH:19]=[CH:20][CH:21]=3)=[O:15])=[CH:10][CH:11]=2)[CH:6]=[C:5]1[C:32]([OH:34])=[O:33].[OH2:38].[CH3:3][N:4]1[C:12]2[C:7](=[CH:8][C:9]([NH:13][C:14]([C:16]3[C:17]([C:22]4[CH:27]=[CH:26][C:25]([C:28]([F:30])([F:31])[F:29])=[CH:24][CH:23]=4)=[CH:18][CH:19]=[CH:20][CH:21]=3)=[O:15])=[CH:10][CH:11]=2)[CH:6]=[C:5]1[C:32]([OH:34])=[O:33]. The catalyst class is: 6. (6) Reactant: [CH2:1]([N:8]1[C:13](=[O:14])[C:12](I)=[C:11]([N:16]=[CH:17]N(C)C)[N:10]([CH2:21][C:22]2[CH:27]=[CH:26][CH:25]=[CH:24][CH:23]=2)[C:9]1=[O:28])[C:2]1[CH:7]=[CH:6][CH:5]=[CH:4][CH:3]=1.C(=O)([O-])[O-].[K+].[K+].[C:35]([O:39][CH2:40][CH3:41])(=[O:38])[CH:36]=[CH2:37].C(OCC)(=O)C. Product: [CH2:21]([N:10]1[C:11]2[N:16]=[CH:17][C:36]([C:35]([O:39][CH2:40][CH3:41])=[O:38])=[CH:37][C:12]=2[C:13](=[O:14])[N:8]([CH2:1][C:2]2[CH:3]=[CH:4][CH:5]=[CH:6][CH:7]=2)[C:9]1=[O:28])[C:22]1[CH:27]=[CH:26][CH:25]=[CH:24][CH:23]=1. The catalyst class is: 274. (7) Reactant: C([O:3][C:4](=[O:51])[C@H:5]([C:11]1[C:12]([CH3:50])=[N:13][C:14]2[N:15]([N:28]=[C:29]([C:31]3[CH:32]=[C:33]([C:37]4[CH:42]=[CH:41][C:40]([F:43])=[CH:39][C:38]=4[O:44][C@H:45]([CH2:47][CH:48]=[CH2:49])[CH3:46])[CH:34]=[CH:35][CH:36]=3)[CH:30]=2)[C:16]=1[N:17]1[CH2:22][CH2:21][C:20]([O:24][CH2:25][CH:26]=[CH2:27])([CH3:23])[CH2:19][CH2:18]1)[O:6][C:7]([CH3:10])([CH3:9])[CH3:8])C.O[Li].O. Product: [CH2:25]([O:24][C:20]1([CH3:23])[CH2:19][CH2:18][N:17]([C:16]2[N:15]3[N:28]=[C:29]([C:31]4[CH:32]=[C:33]([C:37]5[CH:42]=[CH:41][C:40]([F:43])=[CH:39][C:38]=5[O:44][C@H:45]([CH2:47][CH:48]=[CH2:49])[CH3:46])[CH:34]=[CH:35][CH:36]=4)[CH:30]=[C:14]3[N:13]=[C:12]([CH3:50])[C:11]=2[C@H:5]([O:6][C:7]([CH3:10])([CH3:9])[CH3:8])[C:4]([OH:51])=[O:3])[CH2:22][CH2:21]1)[CH:26]=[CH2:27]. The catalyst class is: 24. (8) Reactant: [CH3:1][N:2]([C:8]1[CH:13]=[CH:12][C:11]([N+:14]([O-])=O)=[CH:10][CH:9]=1)[C:3](=[O:7])[CH2:4][CH2:5][CH3:6]. Product: [NH2:14][C:11]1[CH:10]=[CH:9][C:8]([N:2]([CH3:1])[C:3](=[O:7])[CH2:4][CH2:5][CH3:6])=[CH:13][CH:12]=1. The catalyst class is: 29. (9) Reactant: Br[C:2]1[CH:7]=[C:6]([Cl:8])[N:5]=[N:4][C:3]=1[NH2:9].Br[CH2:11][C:12]([C:14]1[CH:15]=[N:16][N:17]([C:20]2[CH:25]=[CH:24][CH:23]=[CH:22][CH:21]=2)[C:18]=1[CH3:19])=O.[NH:26]1[CH2:31][CH2:30][O:29][CH2:28][CH2:27]1. Product: [Cl:8][C:6]1[CH:7]=[C:2]([N:26]2[CH2:31][CH2:30][O:29][CH2:28][CH2:27]2)[C:3]2[N:4]([CH:11]=[C:12]([C:14]3[CH:15]=[N:16][N:17]([C:20]4[CH:25]=[CH:24][CH:23]=[CH:22][CH:21]=4)[C:18]=3[CH3:19])[N:9]=2)[N:5]=1. The catalyst class is: 8.